From a dataset of Full USPTO retrosynthesis dataset with 1.9M reactions from patents (1976-2016). Predict the reactants needed to synthesize the given product. (1) Given the product [OH:1][C:2]1[C:7]([O:8][CH3:9])=[CH:6][C:5]([C:10]2[CH:15]=[CH:14][C:13]([OH:16])=[C:12]([C:17]3([CH3:23])[CH2:22][CH2:21][CH2:20][CH2:19][CH2:18]3)[CH:11]=2)=[CH:4][C:3]=1[CH2:24][CH:25]1[S:29][C:28]([N:32]2[CH2:37][CH2:36][O:35][CH2:34][CH2:33]2)=[N:27][C:26]1=[O:31], predict the reactants needed to synthesize it. The reactants are: [OH:1][C:2]1[C:7]([O:8][CH3:9])=[CH:6][C:5]([C:10]2[CH:15]=[CH:14][C:13]([OH:16])=[C:12]([C:17]3([CH3:23])[CH2:22][CH2:21][CH2:20][CH2:19][CH2:18]3)[CH:11]=2)=[CH:4][C:3]=1[CH2:24][CH:25]1[S:29][C:28](=S)[NH:27][C:26]1=[O:31].[NH:32]1[CH2:37][CH2:36][O:35][CH2:34][CH2:33]1. (2) Given the product [Br:1][C:2]1[CH:7]=[CH:6][C:5]([C:8]2[CH:9]=[N:10][C:11]3[N:12]([C:17]([CH2:27][C:28]4[CH:29]=[C:30]5[C:35](=[CH:36][CH:37]=4)[N:34]=[CH:33][CH:32]=[CH:31]5)=[CH:18][N:14]=3)[N:13]=2)=[CH:4][C:3]=1[F:15], predict the reactants needed to synthesize it. The reactants are: [Br:1][C:2]1[CH:7]=[CH:6][C:5]([C:8]2[N:13]=[N:12][C:11]([NH2:14])=[N:10][CH:9]=2)=[CH:4][C:3]=1[F:15].Cl[CH:17]([CH2:27][C:28]1[CH:29]=[C:30]2[C:35](=[CH:36][CH:37]=1)[N:34]=[CH:33][CH:32]=[CH:31]2)[CH:18](N1C(=O)CCC1=O)O.